From a dataset of Peptide-MHC class I binding affinity with 185,985 pairs from IEDB/IMGT. Regression. Given a peptide amino acid sequence and an MHC pseudo amino acid sequence, predict their binding affinity value. This is MHC class I binding data. (1) The peptide sequence is GLIVLPFYK. The MHC is HLA-B58:01 with pseudo-sequence HLA-B58:01. The binding affinity (normalized) is 0.0847. (2) The peptide sequence is KMDVTPLDY. The MHC is HLA-A02:01 with pseudo-sequence HLA-A02:01. The binding affinity (normalized) is 0.0847. (3) The peptide sequence is RMMETWHPL. The MHC is HLA-A02:06 with pseudo-sequence HLA-A02:06. The binding affinity (normalized) is 1.00.